From a dataset of Reaction yield outcomes from USPTO patents with 853,638 reactions. Predict the reaction yield, written as a fraction of the theoretical maximum amount of product (1.0 means a 100% yield; for example, 0.34 means a 34% yield). (1) The reactants are Br[C:2]1[N:3]=[CH:4][C:5]2[N:10]=[C:9]([NH:11][C:12](=[O:14])[CH3:13])[S:8][C:6]=2[N:7]=1.[Cl:15][C:16]1[C:21]([NH2:22])=[CH:20][C:19](B2OC(C)(C)C(C)(C)O2)=[CH:18][N:17]=1.C(=O)([O-])[O-].[Cs+].[Cs+].COCCOC. The catalyst is O. The product is [NH2:22][C:21]1[CH:20]=[C:19]([C:2]2[N:3]=[CH:4][C:5]3[N:10]=[C:9]([NH:11][C:12](=[O:14])[CH3:13])[S:8][C:6]=3[N:7]=2)[CH:18]=[N:17][C:16]=1[Cl:15]. The yield is 0.144. (2) The reactants are [CH3:1][O:2][C:3]1[CH:9]=[C:8]([N+:10]([O-:12])=[O:11])[CH:7]=[CH:6][C:4]=1[NH2:5].[CH3:13][S:14](Cl)(=[O:16])=[O:15].Cl. The catalyst is N1C=CC=CC=1. The product is [CH3:1][O:2][C:3]1[CH:9]=[C:8]([N+:10]([O-:12])=[O:11])[CH:7]=[CH:6][C:4]=1[NH:5][S:14]([CH3:13])(=[O:16])=[O:15]. The yield is 0.980. (3) The catalyst is CO. The yield is 0.730. The product is [CH2:1]([C:3]1[C:11]2[N:10]=[CH:9][N:8]([CH:12]3[CH2:17][CH2:16][CH2:15][CH2:14][O:13]3)[C:7]=2[CH:6]=[CH:5][C:4]=1[CH2:18][NH2:19])[CH3:2]. The reactants are [CH2:1]([C:3]1[C:11]2[N:10]=[CH:9][N:8]([CH:12]3[CH2:17][CH2:16][CH2:15][CH2:14][O:13]3)[C:7]=2[CH:6]=[CH:5][C:4]=1[C:18]#[N:19])[CH3:2].[BH4-].[Na+]. (4) The reactants are [CH3:1][O:2][C:3]([CH2:5][C:6]1[CH:15]=[C:14]([N+:16]([O-])=O)[CH:13]=[CH:12][C:7]=1[C:8]([O:10][CH3:11])=[O:9])=[O:4].[H][H]. The catalyst is C(OCC)(=O)C.CO.[C].[Pd]. The product is [CH3:1][O:2][C:3]([CH2:5][C:6]1[CH:15]=[C:14]([NH2:16])[CH:13]=[CH:12][C:7]=1[C:8]([O:10][CH3:11])=[O:9])=[O:4]. The yield is 0.840.